Task: Predict the reaction yield, written as a fraction of the theoretical maximum amount of product (1.0 means a 100% yield; for example, 0.34 means a 34% yield).. Dataset: Reaction yield outcomes from USPTO patents with 853,638 reactions The catalyst is CO. The product is [CH2:33]([O:32][C:30](=[O:31])[CH:29]([N:9]1[CH2:8][CH2:7][C:6]2[C:5]3[C:13](=[CH:14][CH:15]=[C:3]([O:2][CH3:1])[CH:4]=3)[NH:12][C:11]=2[CH:10]1[CH2:16][CH2:17][C:18]1[CH:23]=[CH:22][C:21]([C:24]([F:27])([F:26])[F:25])=[CH:20][CH:19]=1)[C:35]1[CH:40]=[CH:39][CH:38]=[CH:37][CH:36]=1)[CH3:34]. The reactants are [CH3:1][O:2][C:3]1[CH:4]=[C:5]2[C:13](=[CH:14][CH:15]=1)[NH:12][C:11]1[CH:10]([CH2:16][CH2:17][C:18]3[CH:23]=[CH:22][C:21]([C:24]([F:27])([F:26])[F:25])=[CH:20][CH:19]=3)[NH:9][CH2:8][CH2:7][C:6]2=1.Br[CH:29]([C:35]1[CH:40]=[CH:39][CH:38]=[CH:37][CH:36]=1)[C:30]([O:32][CH2:33][CH3:34])=[O:31].C([O-])([O-])=O.[Na+].[Na+]. The yield is 0.160.